This data is from Cav3 T-type calcium channel HTS with 100,875 compounds. The task is: Binary Classification. Given a drug SMILES string, predict its activity (active/inactive) in a high-throughput screening assay against a specified biological target. (1) The compound is OC(=O)CCc1c(n(nc1C)Cc1ccccc1)C. The result is 0 (inactive). (2) The result is 0 (inactive). The molecule is Brc1cc(C(=S)N2CCOCC2)ccc1OC(=O)c1c(Cl)ccc(Cl)c1. (3) The drug is O1C(OCc2ccc(cc2)CO)CC(c2cc3OCOc3cc2)C=C1C(OCC=C)=O. The result is 0 (inactive). (4) The drug is S1C=2C(Nc3c(C2C2(SC(=C(S2)C(OC)=O)C(OC)=O)C(=C1C(OC)=O)C(OC)=O)cccc3C)(C)C. The result is 0 (inactive).